From a dataset of NCI-60 drug combinations with 297,098 pairs across 59 cell lines. Regression. Given two drug SMILES strings and cell line genomic features, predict the synergy score measuring deviation from expected non-interaction effect. (1) Drug 2: C1=CC=C(C(=C1)C(C2=CC=C(C=C2)Cl)C(Cl)Cl)Cl. Drug 1: CCCS(=O)(=O)NC1=C(C(=C(C=C1)F)C(=O)C2=CNC3=C2C=C(C=N3)C4=CC=C(C=C4)Cl)F. Synergy scores: CSS=52.7, Synergy_ZIP=8.85, Synergy_Bliss=9.08, Synergy_Loewe=-17.2, Synergy_HSA=9.05. Cell line: UACC62. (2) Drug 1: CC(CN1CC(=O)NC(=O)C1)N2CC(=O)NC(=O)C2. Drug 2: CC1=CC2C(CCC3(C2CCC3(C(=O)C)OC(=O)C)C)C4(C1=CC(=O)CC4)C. Cell line: HCT-15. Synergy scores: CSS=36.0, Synergy_ZIP=-0.807, Synergy_Bliss=3.47, Synergy_Loewe=-3.36, Synergy_HSA=2.25.